From a dataset of Peptide-MHC class I binding affinity with 185,985 pairs from IEDB/IMGT. Regression. Given a peptide amino acid sequence and an MHC pseudo amino acid sequence, predict their binding affinity value. This is MHC class I binding data. The peptide sequence is DAYGFHNYK. The MHC is HLA-B08:01 with pseudo-sequence HLA-B08:01. The binding affinity (normalized) is 0.0847.